From a dataset of Full USPTO retrosynthesis dataset with 1.9M reactions from patents (1976-2016). Predict the reactants needed to synthesize the given product. (1) Given the product [CH3:4][C:5]1([CH3:27])[C@@H:7]([C:8]([NH:10]/[C:11](/[C:24]([O-:26])=[O:25])=[CH:12]\[CH2:13][CH2:14][CH2:15][CH2:16][S:17][CH2:18][C@H:19]([NH2:23])[C:20]([OH:22])=[O:21])=[O:9])[CH2:6]1.[Na+:3], predict the reactants needed to synthesize it. The reactants are: C[O-].[Na+:3].[CH3:4][C:5]1([CH3:27])[C@@H:7]([C:8]([NH:10]/[C:11](/[C:24]([OH:26])=[O:25])=[CH:12]\[CH2:13][CH2:14][CH2:15][CH2:16][S:17][CH2:18][C@H:19]([NH2:23])[C:20]([OH:22])=[O:21])=[O:9])[CH2:6]1. (2) Given the product [Br:38][CH2:19][CH2:18][CH2:17][CH2:16][CH2:15][CH2:14][CH2:13][CH2:12][CH2:11][CH2:10][CH2:9][C:8]([F:21])([F:22])[C:7]([F:23])([F:24])[C:6]([F:25])([F:26])[C:5]([F:27])([F:28])[C:4]([F:29])([F:30])[C:3]([F:31])([F:32])[C:2]([F:1])([F:37])[C:33]([F:34])([F:35])[F:36], predict the reactants needed to synthesize it. The reactants are: [F:1][C:2]([F:37])([C:33]([F:36])([F:35])[F:34])[C:3]([F:32])([F:31])[C:4]([F:30])([F:29])[C:5]([F:28])([F:27])[C:6]([F:26])([F:25])[C:7]([F:24])([F:23])[C:8]([F:22])([F:21])[CH2:9][CH2:10][CH2:11][CH2:12][CH2:13][CH2:14][CH2:15][CH2:16][CH2:17][CH2:18][CH2:19]O.[BrH:38].S(=O)(=O)(O)O. (3) Given the product [C:15]1([CH2:14][O:13][C:11]([N:8]2[CH2:7][CH2:6][CH:5]([N:4]3[C:3]4[CH:21]=[CH:22][CH:23]=[CH:24][C:2]=4[N:1]=[CH:25]3)[CH2:10][CH2:9]2)=[O:12])[CH:16]=[CH:17][CH:18]=[CH:19][CH:20]=1, predict the reactants needed to synthesize it. The reactants are: [NH2:1][C:2]1[CH:24]=[CH:23][CH:22]=[CH:21][C:3]=1[NH:4][CH:5]1[CH2:10][CH2:9][N:8]([C:11]([O:13][CH2:14][C:15]2[CH:20]=[CH:19][CH:18]=[CH:17][CH:16]=2)=[O:12])[CH2:7][CH2:6]1.[CH:25](OC)(OC)OC. (4) Given the product [N:5]([P:1]([Cl:4])[Cl:2])([CH:12]1[CH2:13][CH2:14][CH2:15][CH2:16][CH2:17]1)[CH:6]1[CH2:11][CH2:10][CH2:9][CH2:8][CH2:7]1, predict the reactants needed to synthesize it. The reactants are: [P:1]([Cl:4])(Cl)[Cl:2].[NH:5]([CH:12]1[CH2:17][CH2:16][CH2:15][CH2:14][CH2:13]1)[CH:6]1[CH2:11][CH2:10][CH2:9][CH2:8][CH2:7]1.N(C1CCCCC1)C1CCCCC1.Cl. (5) Given the product [CH3:1][C:2]1[N:7]=[C:6]([N:8]([C:16]2[CH:21]=[CH:20][CH:19]=[CH:18][N:17]=2)[C:9]2[CH:14]=[CH:13][CH:12]=[CH:11][N:10]=2)[CH:5]=[CH:4][CH:3]=1, predict the reactants needed to synthesize it. The reactants are: [CH3:1][C:2]1[N:7]=[C:6]([NH:8][C:9]2[CH:14]=[CH:13][CH:12]=[CH:11][N:10]=2)[CH:5]=[CH:4][CH:3]=1.Br[C:16]1[CH:21]=[CH:20][CH:19]=[CH:18][N:17]=1.C(=O)([O-])[O-].[Na+].[Na+].[Br-].[K+]. (6) Given the product [C:1]([C:5]1[CH:6]=[CH:7][C:8]([CH3:14])=[C:9]([NH2:11])[CH:10]=1)([CH3:4])([CH3:3])[CH3:2], predict the reactants needed to synthesize it. The reactants are: [C:1]([C:5]1[CH:6]=[CH:7][C:8]([CH3:14])=[C:9]([N+:11]([O-])=O)[CH:10]=1)([CH3:4])([CH3:3])[CH3:2]. (7) Given the product [OH:16][C:17]1[CH:22]=[CH:21][C:20]([CH2:23][CH2:24][C:25]([NH2:7])=[O:27])=[CH:19][CH:18]=1, predict the reactants needed to synthesize it. The reactants are: C1([N:7]=C=NC2CCCCC2)CCCCC1.[OH:16][C:17]1[CH:22]=[CH:21][C:20]([CH2:23][CH2:24][C:25]([OH:27])=O)=[CH:19][CH:18]=1.[N+](C1C=CC(O)=CC=1)([O-])=O.